The task is: Predict the reactants needed to synthesize the given product.. This data is from Full USPTO retrosynthesis dataset with 1.9M reactions from patents (1976-2016). Given the product [CH:2]1([N:5]([CH:19]2[CH2:24][CH2:23][N:22]([C:26]3[CH:31]=[N:30][C:29]([I:32])=[CH:28][N:27]=3)[CH2:21][CH2:20]2)[C:6](=[O:18])[C:7]2[CH:8]=[CH:9][C:10]([C:13]3[O:17][CH:16]=[N:15][CH:14]=3)=[CH:11][CH:12]=2)[CH2:4][CH2:3]1, predict the reactants needed to synthesize it. The reactants are: Cl.[CH:2]1([N:5]([CH:19]2[CH2:24][CH2:23][NH:22][CH2:21][CH2:20]2)[C:6](=[O:18])[C:7]2[CH:12]=[CH:11][C:10]([C:13]3[O:17][CH:16]=[N:15][CH:14]=3)=[CH:9][CH:8]=2)[CH2:4][CH2:3]1.Br[C:26]1[CH:31]=[N:30][C:29]([I:32])=[CH:28][N:27]=1.